From a dataset of Full USPTO retrosynthesis dataset with 1.9M reactions from patents (1976-2016). Predict the reactants needed to synthesize the given product. (1) Given the product [Br:1][C:2]1[CH:3]=[N:4][C:5]2[N:6]([N:8]=[C:9]([C:11]([N:23]3[CH2:22][CH2:21][C:20]4[C:25](=[CH:26][CH:27]=[C:18]([S:15]([CH3:14])(=[O:17])=[O:16])[CH:19]=4)[N:24]3[CH3:28])=[O:13])[CH:10]=2)[CH:7]=1, predict the reactants needed to synthesize it. The reactants are: [Br:1][C:2]1[CH:3]=[N:4][C:5]2[N:6]([N:8]=[C:9]([C:11]([OH:13])=O)[CH:10]=2)[CH:7]=1.[CH3:14][S:15]([C:18]1[CH:19]=[C:20]2[C:25](=[CH:26][CH:27]=1)[N:24]([CH3:28])[NH:23][CH2:22][CH2:21]2)(=[O:17])=[O:16]. (2) Given the product [CH2:7]([O:1][CH2:2][CH:3]([CH2:5][OH:6])[OH:4])[CH2:8][CH2:9][CH3:10].[CH3:2][CH2:3][O:12][CH2:7][CH3:8], predict the reactants needed to synthesize it. The reactants are: [OH:1][CH2:2][CH:3]([CH2:5][OH:6])[OH:4].[C:7]([OH:12])(=O)[CH2:8][CH2:9][CH3:10]. (3) Given the product [CH3:44][O:43][C:39]1[CH:38]=[C:37]([CH:42]=[CH:41][CH:40]=1)[CH2:36][N:35]([CH3:34])[C:12](=[O:14])[CH:11]([C:5]1[CH:6]=[C:7]([O:9][CH3:10])[CH:8]=[C:3]([O:2][CH3:1])[CH:4]=1)[S:15][C:16]1[CH:21]=[CH:20][CH:19]=[CH:18][CH:17]=1, predict the reactants needed to synthesize it. The reactants are: [CH3:1][O:2][C:3]1[CH:4]=[C:5]([CH:11]([S:15][C:16]2[CH:21]=[CH:20][CH:19]=[CH:18][CH:17]=2)[C:12]([OH:14])=O)[CH:6]=[C:7]([O:9][CH3:10])[CH:8]=1.C(N1C=CN=C1)(N1C=CN=C1)=O.[CH3:34][NH:35][CH2:36][C:37]1[CH:42]=[CH:41][CH:40]=[C:39]([O:43][CH3:44])[CH:38]=1.